The task is: Predict the reactants needed to synthesize the given product.. This data is from Full USPTO retrosynthesis dataset with 1.9M reactions from patents (1976-2016). (1) The reactants are: I.[O:2]=[C:3]1[N:8]([CH2:9][C:10]#[CH:11])[N:7]=[N:6][C:5]2=[C:12]([C:15](=[NH:26])[NH:16][CH2:17][C:18](=O)[C:19]3[CH:24]=[CH:23][CH:22]=[CH:21][CH:20]=3)[N:13]=[CH:14][N:4]12.I. Given the product [C:19]1([C:18]2[N:26]=[C:15]([C:12]3[N:13]=[CH:14][N:4]4[C:3](=[O:2])[N:8]([CH2:9][C:10]#[CH:11])[N:7]=[N:6][C:5]=34)[NH:16][CH:17]=2)[CH:24]=[CH:23][CH:22]=[CH:21][CH:20]=1, predict the reactants needed to synthesize it. (2) Given the product [CH3:22][N:18]1[CH:19]=[CH:20][N:21]=[C:17]1[S:16][CH2:15][CH2:14][C:10]1([CH2:9][OH:8])[CH2:13][CH2:12][CH2:11]1, predict the reactants needed to synthesize it. The reactants are: [Si]([O:8][CH2:9][C:10]1([CH2:14][CH2:15][S:16][C:17]2[N:18]([CH3:22])[CH:19]=[CH:20][N:21]=2)[CH2:13][CH2:12][CH2:11]1)(C(C)(C)C)(C)C.[F-].C([N+](CCCC)(CCCC)CCCC)CCC. (3) Given the product [CH3:1][O:2][C:3]([C@H:5]1[CH2:10][CH2:9][C@H:8]([CH2:11][N:12]2[C:16]3[CH:17]=[C:18]([B:24]4[O:28][C:27]([CH3:30])([CH3:29])[C:26]([CH3:32])([CH3:31])[O:25]4)[CH:19]=[CH:20][C:15]=3[N:14]([CH3:22])[C:13]2=[O:23])[CH2:7][CH2:6]1)=[O:4], predict the reactants needed to synthesize it. The reactants are: [CH3:1][O:2][C:3]([C@H:5]1[CH2:10][CH2:9][C@H:8]([CH2:11][N:12]2[C:16]3[CH:17]=[C:18](Br)[CH:19]=[CH:20][C:15]=3[N:14]([CH3:22])[C:13]2=[O:23])[CH2:7][CH2:6]1)=[O:4].[B:24]1([B:24]2[O:28][C:27]([CH3:30])([CH3:29])[C:26]([CH3:32])([CH3:31])[O:25]2)[O:28][C:27]([CH3:30])([CH3:29])[C:26]([CH3:32])([CH3:31])[O:25]1.CC(O[K])=O.O1CCOCC1. (4) Given the product [CH3:28][N:30]([C:23]1[CH:24]=[CH:25][CH:26]=[CH:27][N:22]=1)[CH3:31], predict the reactants needed to synthesize it. The reactants are: C(OC(=O)C)(=O)C.C1(=O)OC(=O)CC1.C1(=O)OC(=O)C=C1.[N:22]1[CH:27]=[CH:26][CH:25]=[CH:24][CH:23]=1.[CH2:28]([N:30](CC)[CH2:31]C)C. (5) Given the product [Cl:23][C:18]1[C:12]([C:13]([O:15][CH2:16][CH3:17])=[O:14])=[C:11]([CH:10]=[O:8])[N:21]=[C:20]([Cl:22])[CH:19]=1, predict the reactants needed to synthesize it. The reactants are: C[N+]1([O-:8])CCCCC1.Br[CH2:10][C:11]1[N:21]=[C:20]([Cl:22])[CH:19]=[C:18]([Cl:23])[C:12]=1[C:13]([O:15][CH2:16][CH3:17])=[O:14]. (6) Given the product [CH3:1][O:2][C:3]1[CH:19]=[CH:18][C:6]([CH2:7][N:8]2[CH:12]=[C:11]([C:13]3[N:30]=[C:28]([NH:27][C:25]4[CH:24]=[CH:23][CH:22]=[C:21]([CH3:20])[N:26]=4)[S:29][C:14]=3[F:15])[CH:10]=[N:9]2)=[CH:5][CH:4]=1, predict the reactants needed to synthesize it. The reactants are: [CH3:1][O:2][C:3]1[CH:19]=[CH:18][C:6]([CH2:7][N:8]2[CH:12]=[C:11]([C:13](=O)[CH:14](Br)[F:15])[CH:10]=[N:9]2)=[CH:5][CH:4]=1.[CH3:20][C:21]1[N:26]=[C:25]([NH:27][C:28]([NH2:30])=[S:29])[CH:24]=[CH:23][CH:22]=1. (7) Given the product [ClH:42].[CH:1]1([N:4]2[C:13]3[C:8](=[CH:9][C:10]([F:37])=[C:11]([N:16]4[CH2:21][CH2:20][CH:19]([NH:22][C:23](=[O:34])[C@H:24]([CH3:33])[NH2:25])[C:18]([CH3:36])([CH3:35])[CH2:17]4)[C:12]=3[O:14][CH3:15])[C:7](=[O:38])[C:6]([C:39]([OH:41])=[O:40])=[CH:5]2)[CH2:3][CH2:2]1, predict the reactants needed to synthesize it. The reactants are: [CH:1]1([N:4]2[C:13]3[C:8](=[CH:9][C:10]([F:37])=[C:11]([N:16]4[CH2:21][CH2:20][CH:19]([NH:22][C:23](=[O:34])[C@H:24]([CH3:33])[NH:25]C(OC(C)(C)C)=O)[C:18]([CH3:36])([CH3:35])[CH2:17]4)[C:12]=3[O:14][CH3:15])[C:7](=[O:38])[C:6]([C:39]([OH:41])=[O:40])=[CH:5]2)[CH2:3][CH2:2]1.[ClH:42]. (8) Given the product [CH3:30][O:31][C:32]([C:34]1[CH:43]=[C:42]([OH:44])[C:41]2[C:36](=[C:37]([NH2:46])[CH:38]=[C:39]([Cl:45])[CH:40]=2)[N:35]=1)=[O:33], predict the reactants needed to synthesize it. The reactants are: C(OC(C1C=C(OCC2C=CC=CC=2)C2C(=C(Br)C=CC=2)N=1)=O)C1C=CC=CC=1.[CH3:30][O:31][C:32]([C:34]1[CH:43]=[C:42]([OH:44])[C:41]2[C:36](=[C:37]([N+:46]([O-])=O)[CH:38]=[C:39]([Cl:45])[CH:40]=2)[N:35]=1)=[O:33]. (9) Given the product [Cl:26][C:27]1[C:33]([N:34]2[CH2:35][CH:36]([N:38]3[CH2:39][CH2:40][N:41]([CH3:44])[CH2:42][CH2:43]3)[CH2:37]2)=[CH:32][C:31]([O:45][CH:46]([F:48])[F:47])=[CH:30][C:28]=1[NH:29][C:2]1[N:7]=[C:6]([NH:8][CH:18]2[CH2:19][CH2:20]2)[C:5]2=[N:21][CH:22]=[C:23]([C:24]#[N:25])[N:4]2[N:3]=1, predict the reactants needed to synthesize it. The reactants are: Cl[C:2]1[N:7]=[C:6]([N:8]([CH:18]2[CH2:20][CH2:19]2)CC2C=CC(OC)=CC=2)[C:5]2=[N:21][CH:22]=[C:23]([C:24]#[N:25])[N:4]2[N:3]=1.[Cl:26][C:27]1[C:33]([N:34]2[CH2:37][CH:36]([N:38]3[CH2:43][CH2:42][N:41]([CH3:44])[CH2:40][CH2:39]3)[CH2:35]2)=[CH:32][C:31]([O:45][CH:46]([F:48])[F:47])=[CH:30][C:28]=1[NH2:29].CC1(C)C2C(=C(P(C3C=CC=CC=3)C3C=CC=CC=3)C=CC=2)OC2C(P(C3C=CC=CC=3)C3C=CC=CC=3)=CC=CC1=2.C(=O)([O-])[O-].[Cs+].[Cs+].